Dataset: Drug-target binding data from BindingDB using IC50 measurements. Task: Regression. Given a target protein amino acid sequence and a drug SMILES string, predict the binding affinity score between them. We predict pIC50 (pIC50 = -log10(IC50 in M); higher means more potent). Dataset: bindingdb_ic50. (1) The compound is CN1CCN(CCCN2c3ccccc3Sc3ccc(C(F)(F)F)cc32)CC1. The target protein (Q8TAF3) has sequence MAAHHRQNTAGRRKVQVSYVIRDEVEKYNRNGVNALQLDPALNRLFTAGRDSIIRIWSVNQHKQDPYIASMEHHTDWVNDIVLCCNGKTLISASSDTTVKVWNAHKGFCMSTLRTHKDYVKALAYAKDKELVASAGLDRQIFLWDVNTLTALTASNNTVTTSSLSGNKDSIYSLAMNQLGTIIVSGSTEKVLRVWDPRTCAKLMKLKGHTDNVKALLLNRDGTQCLSGSSDGTIRLWSLGQQRCIATYRVHDEGVWALQVNDAFTHVYSGGRDRKIYCTDLRNPDIRVLICEEKAPVLKMELDRSADPPPAIWVATTKSTVNKWTLKGIHNFRASGDYDNDCTNPITPLCTQPDQVIKGGASIIQCHILNDKRHILTKDTNNNVAYWDVLKACKVEDLGKVDFEDEIKKRFKMVYVPNWFSVDLKTGMLTITLDESDCFAAWVSAKDAGFSSPDGSDPKLNLGGLLLQALLEYWPRTHVNPMDEEENEVNHVNGEQENRV.... The pIC50 is 5.1. (2) The small molecule is CC(C)Cc1ccc([C@@H](C)C(=O)O)cc1. The target protein (O35240) has sequence MKPRSGLEEAQRRQASDIRVFASSCTMHGLGHIFGPGGLTLRRGLWATAVLLSLAAFLYQVAERVRYYGEFHHKTTLDERESHQLTFPAVTLCNINPLRRSRLTPNDLHWAGTALLGLDPAEHAAYLRALGQPPAPPGFMPSPTFDMAQLYARAGHSLEDMLLDCRYRGQPCGPENFTVIFTRMGQCYTFNSGAHGAELLTTPKGGAGNGLEIMLDVQQEEYLPIWKDMEETPFEVGIRVQIHSQDEPPAIDQLGFGAAPGHQTFVSCQQQQLSFLPPPWGDCNTASLDPDDFDPEPSDPLGSPRPRPSPPYSLIGCRLACESRYVARKCGCRMMHMPGNSPVCSPQQYKDCASPALDAMLRKDTCVCPNPCATTRYAKELSMVRIPSRASARYLARKYNRSESYITENVLVLDIFFEALNYEAVEQKAAYEVSELLGDIGGQMGLFIGASLLTILEILDYLCEVFQDRVLGYFWNRRSAQKRSGNTLLQEELNGHRTHV.... The pIC50 is 3.4. (3) The target protein sequence is SMSYTWTGALITPCAAEETKLPINALSNSLLRHHNLVYATTSRSASLRQKKVTFDRLQVLDDHYRDVLKEMKAKASTVKAKLLSVEEACKLTPPHSARSKFGYGAKDVRNLSSKAVNHIRSVWKDLLEDTETPIDTTIMAKNEVFCVQPEKGGRKPARLIVFPDLGVRVCEKMALYDVVSTLPQAVMGSSYGFQYSPGQRVEFLVNAWKAKKCPMGFAYDTRCFDSTVTENDIRVEESIYQCCDLAPEARQAIRSLTERLYIGGPLTNSKGQNCGYRRCRASGVLTTSCGNTLTCYLKAAAACRAAKLQDCTMLVCGDDLVVICESAGTQEDEASLRAFTEAMTRYSAPPGDPPKPEYDLELITSCSSNVSVAHDASGKRVYYLTRDPTTPLARAAWETARHTPVNSWLGNIIMYAPTLWARMILMTHFFSILLAQEQLEKALDCQIYGACYSIEPLDLPQIIQRLHGLSAFSLHSYSPGEINRVASCLRKLGVPPLRVW.... The small molecule is COc1ccc2c(c1)C=C1Cn3c-2c(C2CCCCC2)c2ccc(cc23)C(=O)NS(=O)(=O)N(C)CCOCCN(C)C1=O. The pIC50 is 7.4. (4) The small molecule is CN1CCN(Cc2ccc(NC(=O)Nc3ccc(Oc4ccnc(N)n4)cc3)cc2C(F)(F)F)CC1. The target protein sequence is MENFQKVEKIGEGTYGVVYKARNKLTGEVVALKKIRXDTETEGVPSTAIREISLLKELNHPNIVKLLDVIHTENKLYLVFEFLHQDLKKFMDASALTGIPLPLIKSYLFQLLQGLAFIHSHRVLHRDLKPQNLLINTEGAIKLADFGLARAFGVPVRTYTHEVVTLWYRAPEILLGCKYYSTAVDIWSLGCIFAEMVTRRALFPGDSEIDQLFRIFRTLGTPDEVVWPGVTSMPDYKPSFPKWARQDFSKVVPPLDEDGRSLLSQMLHYDPNKRISAKAALAHPFFQDVTKPVPHLRL. The pIC50 is 5.0. (5) The drug is OC[C@@H]1[C@@H](O)[C@H](O)CCN1Cc1cccs1. The target protein (P17439) has sequence MAARLIGFFLFQAVSWAYGAQPCIPKSFGYSSVVCVCNASYCDSLDPVTLPALGTFSRYESTRRGRRMELSVGAIQANRTGTGLLLTLQPEKKFQKVKGFGGAMTDATALNILALSPPTQKLLLRSYFSTNGIEYNIIRVPMASCDFSIRVYTYADTPNDFQLSNFSLPEEDTKLKIPLIHQALKMSSRPISLFASPWTSPTWLKTNGRVNGKGSLKGQPGDIFHQTWANYFVKFLDAYAKYGLRFWAVTAENEPTAGLFTGYPFQCLGFTPEHQRDFISRDLGPALANSSHDVKLLMLDDQRLLLPRWAEVVLSDPEAAKYVHGIAVHWYMDFLAPAKATLGETHRLFPNTMLFASEACVGSKFWEQSVRLGSWDRGMQYSHSIITNLLYHVTGWTDWNLALNPEGGPNWVRNFVDSPIIVDIPKDAFYKQPMFYHLGHFSKFIPEGSQRVALVASESTDLETVALLRPDGSAVVVVLNRSSEDVPLTISDPDLGFLET.... The pIC50 is 4.6. (6) The target protein (Q13427) has sequence MGIKVQRPRCFFDIAINNQPAGRVVFELFSDVCPKTCENFRCLCTGEKGTGKSTQKPLHYKSCLFHRVVKDFMVQGGDFSEGNGRGGESIYGGFFEDESFAVKHNKEFLLSMANRGKDTNGSQFFITTKPTPHLDGHHVVFGQVISGQEVVREIENQKTDAASKPFAEVRILSCGELIPKSKVKKEEKKRHKSSSSSSSSSSDSDSSSDSQSSSDSSDSESATEEKSKKRKKKHRKNSRKHKKEKKKRKKSKKSASSESEAENLEAQPQSTVRPEEIPPIPENRFLMRKSPPKADEKERKNRERERERECNPPNSQPASYQRRLLVTRSGRKIKGRGPRRYRTPSRSRSRDRFRRSETPPHWRQEMQRAQRMRVSSGERWIKGDKSELNEIKENQRSPVRVKERKITDHRNVSESPNRKNEKEKKVKDHKSNSKERDIRRNSEKDDKYKNKVKKRAKSKSRSKSKEKSKSKERDSKHNRNEEKRMRSRSKGRDHENVKEK.... The drug is CCOC(=O)CNC(=O)NCc1ccc(N)cc1. The pIC50 is 4.8. (7) The small molecule is COc1ccc(C2(c3ccc(OC)cc3)NC(=O)N(C3CCCCC3)C2=O)cc1. The target protein sequence is MALTVKEEEFSNTLIKNASAFDRLKLGNLKNLKIQKKLQFLYLILFVLITGVFFFFLIGNFYSHRKLYQVIKNTKHTTIGFKIDRPHDKVLSSVLKNKLSTYVKESFKFFKSGYAQKGYLGSENDSIELDDVANLMFYGEGQIGTNKQPFMFIFDTGSANLWVPSVNCDSIGCSTKHLYDASASKSYEKDGTKVEISYGSGTVRGYFSKDVISLGDLSLPYKFIEVTDADDLEPIYSGSEFDGILGLGWKDLSIGSIDPVVVELKKQNKIDNALFTFYLPVHDKHVGYLTIGGIESDFYEGPLTYEKLNHDLYWQIDLDIHFGKYVMQKANAVVDSGTSTITAPTSFLNKFFRDMNVIKVPFLPLYVTTCDNDDLPTLEFHSRNNKYTLEPEFYMDPLSDIDPALCMLYILPVDIDDNTFILGDPFMRKYFTVFDYEKESVGFAVAKN. The pIC50 is 5.0.